From a dataset of Forward reaction prediction with 1.9M reactions from USPTO patents (1976-2016). Predict the product of the given reaction. (1) Given the reactants [CH2:1]([O:8][C:9]1[N:16]=[CH:15][CH:14]=[CH:13][C:10]=1[C:11]#N)[C:2]1[CH:7]=[CH:6][CH:5]=[CH:4][CH:3]=1.C1(C)C=CC=CC=1.[H-].C([Al+]CC(C)C)C(C)C.[Cl-].[NH4+].C(OCC)(=[O:38])C, predict the reaction product. The product is: [CH2:1]([O:8][C:9]1[N:16]=[CH:15][CH:14]=[CH:13][C:10]=1[CH:11]=[O:38])[C:2]1[CH:7]=[CH:6][CH:5]=[CH:4][CH:3]=1. (2) The product is: [NH2:15][C:9]1[CH:10]=[C:11]([C:12]2[CH:13]=[CH:39][C:34]3[C:35](=[CH:36][CH:37]=[C:32]([C:30]4[N:29]([CH:41]5[CH2:42][CH2:43][CH2:44][CH2:45][CH2:46]5)[C:28]5[CH:47]=[CH:48][C:25]([C:23]([OH:24])=[O:22])=[CH:26][C:27]=5[N:31]=4)[CH:33]=3)[N:38]=2)[C:6]([C:5]2[CH:18]=[CH:19][C:2]([Cl:1])=[CH:3][CH:4]=2)=[CH:7][CH:8]=1. Given the reactants [Cl:1][C:2]1[CH:19]=[CH:18][C:5]([C:6]2[C:11]([C:12](=O)[CH3:13])=[CH:10][C:9]([N+:15]([O-])=O)=[CH:8][CH:7]=2)=[CH:4][CH:3]=1.C([O:22][C:23]([C:25]1[CH:48]=[CH:47][C:28]2[N:29]([CH:41]3[CH2:46][CH2:45][CH2:44][CH2:43][CH2:42]3)[C:30]([C:32]3[CH:37]=[CH:36][C:35]([NH2:38])=[C:34]([CH:39]=O)[CH:33]=3)=[N:31][C:27]=2[CH:26]=1)=[O:24])C.[OH-].[K+].Cl, predict the reaction product. (3) Given the reactants Br[C:2]1[CH:3]=[N:4][CH:5]=[C:6]([CH2:8][O:9][CH2:10][CH2:11][CH2:12][S:13]([CH3:16])(=[O:15])=[O:14])[CH:7]=1.C([O-])([O-])=O.[Na+].[Na+].O1CCOCC1.CC1(C)C(C)(C)OB([C:37]2[CH:38]=[C:39]3[C:44](=[N:45][CH:46]=2)[N:43]([C:47]([NH2:49])=[O:48])[CH2:42][CH2:41][CH2:40]3)O1.CCOC(C)=O, predict the reaction product. The product is: [CH3:16][S:13]([CH2:12][CH2:11][CH2:10][O:9][CH2:8][C:6]1[CH:7]=[C:2]([C:37]2[CH:38]=[C:39]3[C:44](=[N:45][CH:46]=2)[N:43]([C:47]([NH2:49])=[O:48])[CH2:42][CH2:41][CH2:40]3)[CH:3]=[N:4][CH:5]=1)(=[O:15])=[O:14]. (4) Given the reactants C(OC([N:8]([CH:12]1[CH2:17][CH2:16][N:15]([CH2:18][C:19]2[CH:20]=[N:21][CH:22]=[CH:23][C:24]=2[O:25][CH3:26])[CH2:14][CH2:13]1)[CH:9]([CH3:11])[CH3:10])=O)(C)(C)C.Cl, predict the reaction product. The product is: [CH:9]([NH:8][CH:12]1[CH2:13][CH2:14][N:15]([CH2:18][C:19]2[CH:20]=[N:21][CH:22]=[CH:23][C:24]=2[O:25][CH3:26])[CH2:16][CH2:17]1)([CH3:11])[CH3:10]. (5) Given the reactants [Cl:1][C:2]1[CH:3]=[C:4]([CH2:15][OH:16])[CH:5]=[N:6][C:7]=1[N:8]1[CH2:13][CH2:12][NH:11][C@H:10]([CH3:14])[CH2:9]1.Cl[C:18]1[NH:22][C:21]2[CH:23]=[C:24]([C:28]([F:31])([F:30])[F:29])[CH:25]=[C:26]([I:27])[C:20]=2[N:19]=1, predict the reaction product. The product is: [Cl:1][C:2]1[CH:3]=[C:4]([CH2:15][OH:16])[CH:5]=[N:6][C:7]=1[N:8]1[CH2:13][CH2:12][N:11]([C:18]2[NH:19][C:20]3[C:26]([I:27])=[CH:25][C:24]([C:28]([F:31])([F:29])[F:30])=[CH:23][C:21]=3[N:22]=2)[C@H:10]([CH3:14])[CH2:9]1. (6) The product is: [Br:1][C:2]1[CH:3]=[C:4]([C:11]([O:13][CH3:14])=[O:12])[C:5]2[CH:6]=[N:7][N:8]([CH:22]3[CH2:26][CH2:25][CH2:24][CH2:23]3)[C:9]=2[CH:10]=1. Given the reactants [Br:1][C:2]1[CH:3]=[C:4]([C:11]([O:13][CH3:14])=[O:12])[C:5]2[CH:6]=[N:7][NH:8][C:9]=2[CH:10]=1.C(=O)([O-])[O-].[Cs+].[Cs+].Br[CH:22]1[CH2:26][CH2:25][CH2:24][CH2:23]1, predict the reaction product.